From a dataset of Catalyst prediction with 721,799 reactions and 888 catalyst types from USPTO. Predict which catalyst facilitates the given reaction. Reactant: [CH:1]1([NH:7][C:8](=[O:20])[C:9]([S:12][C:13]2[CH:18]=[CH:17][C:16]([OH:19])=[CH:15][CH:14]=2)([CH3:11])[CH3:10])[CH2:6][CH2:5][CH2:4][CH2:3][CH2:2]1.C(=O)([O-])[O-].[K+].[K+].Br[CH2:28][C:29]#[N:30].O. Product: [C:29]([CH2:28][O:19][C:16]1[CH:15]=[CH:14][C:13]([S:12][C:9]([CH3:11])([CH3:10])[C:8]([NH:7][CH:1]2[CH2:2][CH2:3][CH2:4][CH2:5][CH2:6]2)=[O:20])=[CH:18][CH:17]=1)#[N:30]. The catalyst class is: 3.